The task is: Predict the reactants needed to synthesize the given product.. This data is from Full USPTO retrosynthesis dataset with 1.9M reactions from patents (1976-2016). (1) Given the product [Cl:20][C:15]1[CH:14]=[C:13]([C:11]2[CH:10]=[C:9]([CH3:21])[N:8]=[C:7]([C:5]3[S:6][C:2]([N:24]4[CH:25]=[CH:26][CH:27]=[CH:28][CH:23]4[NH2:22])=[CH:3][CH:4]=3)[CH:12]=2)[CH:18]=[CH:17][C:16]=1[Cl:19], predict the reactants needed to synthesize it. The reactants are: Br[C:2]1[S:6][C:5]([C:7]2[CH:12]=[C:11]([C:13]3[CH:18]=[CH:17][C:16]([Cl:19])=[C:15]([Cl:20])[CH:14]=3)[CH:10]=[C:9]([CH3:21])[N:8]=2)=[CH:4][CH:3]=1.[NH2:22][C:23]1[CH:28]=[CH:27][C:26](B2OC(C)(C)C(C)(C)O2)=[CH:25][N:24]=1. (2) Given the product [CH2:1]([O:8][C:9]1[CH:16]=[CH:15][C:12]([CH:13]=[N+:23]([CH:17]2[CH2:22][CH2:21][CH2:20][CH2:19][CH2:18]2)[O-:24])=[CH:11][CH:10]=1)[C:2]1[CH:7]=[CH:6][CH:5]=[CH:4][CH:3]=1, predict the reactants needed to synthesize it. The reactants are: [CH2:1]([O:8][C:9]1[CH:16]=[CH:15][C:12]([CH:13]=O)=[CH:11][CH:10]=1)[C:2]1[CH:7]=[CH:6][CH:5]=[CH:4][CH:3]=1.[CH:17]1([NH:23][OH:24])[CH2:22][CH2:21][CH2:20][CH2:19][CH2:18]1. (3) The reactants are: [N:1]1[N:9]2[C:4]([CH2:5][O:6][CH2:7][CH2:8]2)=[CH:3][C:2]=1[NH2:10].Br[C:12]1[C:13](=[O:20])[N:14]([CH3:19])[CH:15]=[C:16]([Br:18])[CH:17]=1.C(=O)([O-])[O-].[Cs+].[Cs+].CC1(C)C2C(=C(P(C3C=CC=CC=3)C3C=CC=CC=3)C=CC=2)OC2C(P(C3C=CC=CC=3)C3C=CC=CC=3)=CC=CC1=2. Given the product [Br:18][C:16]1[CH:17]=[C:12]([NH:10][C:2]2[CH:3]=[C:4]3[CH2:5][O:6][CH2:7][CH2:8][N:9]3[N:1]=2)[C:13](=[O:20])[N:14]([CH3:19])[CH:15]=1, predict the reactants needed to synthesize it. (4) Given the product [Br:43][C:40]1[CH:41]=[C:42]2[C:37](=[CH:38][CH:39]=1)[NH:36][C:27]1[C:28]([O:30][CH2:31][CH2:32][CH2:33][CH2:34][N:52]3[CH2:57][CH2:56][O:55][CH2:54][CH2:53]3)=[C:29]3[NH:17][C:18]4[CH:19]=[CH:20][C:21]([Br:51])=[CH:22][C:23]=4[C:24]3=[CH:25][C:26]2=1, predict the reactants needed to synthesize it. The reactants are: N1C2C(=CC=CC=2)C=C1.C([N:17]1[C:29]2[C:28]([O:30][CH2:31][CH2:32][CH2:33][CH2:34]Br)=[C:27]3[N:36](C(OC(C)(C)C)=O)[C:37]4[CH:38]=[CH:39][C:40]([Br:43])=[CH:41][C:42]=4[C:26]3=[CH:25][C:24]=2[C:23]2[C:18]1=[CH:19][CH:20]=[C:21]([Br:51])[CH:22]=2)(OC(C)(C)C)=O.[NH:52]1[CH2:57][CH2:56][O:55][CH2:54][CH2:53]1. (5) The reactants are: [F:1][C:2]([F:42])([F:41])[C:3]1[CH:8]=[CH:7][C:6]([C:9]2[N:13]([CH2:14][O:15][CH2:16][CH2:17][Si:18]([CH3:21])([CH3:20])[CH3:19])[C:12]([N:22]3[CH2:27][CH2:26][N:25]([C:28]4[C:33]([C:34]([F:37])([F:36])[F:35])=[CH:32][CH:31]=[CH:30][N:29]=4)[CH2:24][CH2:23]3)=[N:11][C:10]=2[C:38](O)=[O:39])=[CH:5][CH:4]=1.F[P-](F)(F)(F)(F)F.N1(O[P+](N(C)C)(N(C)C)N(C)C)C2C=CC=CC=2N=N1.CCN(C(C)C)C(C)C.[CH:79]([N:82]1[CH2:87][CH2:86][NH:85][CH2:84][CH2:83]1)([CH3:81])[CH3:80]. Given the product [CH:79]([N:82]1[CH2:87][CH2:86][N:85]([C:38]([C:10]2[N:11]=[C:12]([N:22]3[CH2:27][CH2:26][N:25]([C:28]4[C:33]([C:34]([F:35])([F:37])[F:36])=[CH:32][CH:31]=[CH:30][N:29]=4)[CH2:24][CH2:23]3)[N:13]([CH2:14][O:15][CH2:16][CH2:17][Si:18]([CH3:21])([CH3:20])[CH3:19])[C:9]=2[C:6]2[CH:7]=[CH:8][C:3]([C:2]([F:42])([F:1])[F:41])=[CH:4][CH:5]=2)=[O:39])[CH2:84][CH2:83]1)([CH3:81])[CH3:80], predict the reactants needed to synthesize it. (6) Given the product [CH2:1]([C:3]1[N:4]([C:28]2[CH:33]=[CH:32][C:31]([O:34][CH:35]3[CH2:36][CH2:37][CH:38]([CH2:41][OH:42])[CH2:39][CH2:40]3)=[CH:30][CH:29]=2)[C:5](=[O:27])[C:6]([CH2:12][C:13]2[CH:14]=[CH:15][C:16]([C:19]3[CH:24]=[CH:23][CH:22]=[CH:21][C:20]=3[C:25]3[NH:43][C:66](=[O:68])[O:69][N:26]=3)=[CH:17][CH:18]=2)=[C:7]([CH2:9][CH2:10][CH3:11])[N:8]=1)[CH3:2], predict the reactants needed to synthesize it. The reactants are: [CH2:1]([C:3]1[N:4]([C:28]2[CH:33]=[CH:32][C:31]([O:34][CH:35]3[CH2:40][CH2:39][CH:38]([CH2:41][OH:42])[CH2:37][CH2:36]3)=[CH:30][CH:29]=2)[C:5](=[O:27])[C:6]([CH2:12][C:13]2[CH:18]=[CH:17][C:16]([C:19]3[C:20]([C:25]#[N:26])=[CH:21][CH:22]=[CH:23][CH:24]=3)=[CH:15][CH:14]=2)=[C:7]([CH2:9][CH2:10][CH3:11])[N:8]=1)[CH3:2].[N:43]1C(C)=CC=CC=1C.FC(F)(F)S(O[Si](C(C)(C)C)(C)C)(=O)=O.[C:66]([O:69]CC)(=[O:68])C.